This data is from Full USPTO retrosynthesis dataset with 1.9M reactions from patents (1976-2016). The task is: Predict the reactants needed to synthesize the given product. (1) Given the product [F:41][C:35]1[C:36]([F:40])=[CH:37][CH:38]=[CH:39][C:34]=1[NH:33][C:31](=[O:32])[CH2:30][C:28]1[NH:27][N:26]=[C:25]([NH:24][C:18]2[C:17]3[C:22](=[CH:23][C:14]([O:13][CH2:12][CH2:11][CH2:10][CH2:9][N:4]([CH2:1][CH2:2][CH3:3])[CH2:5][CH2:6][OH:7])=[CH:15][CH:16]=3)[N:21]=[CH:20][N:19]=2)[CH:29]=1, predict the reactants needed to synthesize it. The reactants are: [CH2:1]([NH:4][CH2:5][CH2:6][OH:7])[CH2:2][CH3:3].Cl[CH2:9][CH2:10][CH2:11][CH2:12][O:13][C:14]1[CH:23]=[C:22]2[C:17]([C:18]([NH:24][C:25]3[CH:29]=[C:28]([CH2:30][C:31]([NH:33][C:34]4[CH:39]=[CH:38][CH:37]=[C:36]([F:40])[C:35]=4[F:41])=[O:32])[NH:27][N:26]=3)=[N:19][CH:20]=[N:21]2)=[CH:16][CH:15]=1. (2) Given the product [CH3:13][C:12]([CH3:15])([CH3:14])[CH2:16][C:17]([NH:1][C:2]1[CH:3]=[C:4]2[C:9](=[CH:10][CH:11]=1)[N:8]=[CH:7][CH:6]=[CH:5]2)=[O:18], predict the reactants needed to synthesize it. The reactants are: [NH2:1][C:2]1[CH:3]=[C:4]2[C:9](=[CH:10][CH:11]=1)[N:8]=[CH:7][CH:6]=[CH:5]2.[C:12]([CH2:16][C:17](Cl)=[O:18])([CH3:15])([CH3:14])[CH3:13].N1C=CC=CC=1. (3) Given the product [CH:24]([N:16]1[C:17]2[C:22](=[CH:21][C:20]([Cl:23])=[CH:19][CH:18]=2)[C:14]([CH2:13][CH2:12][N:10]([CH3:11])[C:7]2[CH:6]=[CH:5][C:4]([C:3]([OH:2])=[O:40])=[CH:9][CH:8]=2)=[C:15]1[CH2:37][CH2:38][NH:39][S:48]([C:43]1[CH:44]=[CH:45][CH:46]=[CH:47][C:42]=1[Cl:41])(=[O:50])=[O:49])([C:25]1[CH:30]=[CH:29][CH:28]=[CH:27][CH:26]=1)[C:31]1[CH:32]=[CH:33][CH:34]=[CH:35][CH:36]=1, predict the reactants needed to synthesize it. The reactants are: C[O:2][C:3](=[O:40])[C:4]1[CH:9]=[CH:8][C:7]([N:10]([CH2:12][CH2:13][C:14]2[C:22]3[C:17](=[CH:18][CH:19]=[C:20]([Cl:23])[CH:21]=3)[N:16]([CH:24]([C:31]3[CH:36]=[CH:35][CH:34]=[CH:33][CH:32]=3)[C:25]3[CH:30]=[CH:29][CH:28]=[CH:27][CH:26]=3)[C:15]=2[CH2:37][CH2:38][NH2:39])[CH3:11])=[CH:6][CH:5]=1.[Cl:41][C:42]1[CH:47]=[CH:46][CH:45]=[CH:44][C:43]=1[S:48](Cl)(=[O:50])=[O:49]. (4) Given the product [NH2:22][S:19]([C:16]1[CH:17]=[CH:18][C:13]([N:12]2[C:8]([C:5]3[CH:6]=[CH:7][C:2]([Cl:1])=[CH:3][CH:4]=3)=[CH:9][C:10]([CH2:30][C:29]([OH:28])=[O:31])=[N:11]2)=[CH:14][CH:15]=1)(=[O:21])=[O:20], predict the reactants needed to synthesize it. The reactants are: [Cl:1][C:2]1[CH:7]=[CH:6][C:5]([C:8]2[N:12]([C:13]3[CH:18]=[CH:17][C:16]([S:19]([NH2:22])(=[O:21])=[O:20])=[CH:15][CH:14]=3)[N:11]=[C:10](CC#N)[CH:9]=2)=[CH:4][CH:3]=1.Cl.[Li+].[OH-:28].[CH2:29]([OH:31])[CH3:30].